Dataset: Reaction yield outcomes from USPTO patents with 853,638 reactions. Task: Predict the reaction yield, written as a fraction of the theoretical maximum amount of product (1.0 means a 100% yield; for example, 0.34 means a 34% yield). (1) The reactants are [NH2:1][C:2]1[C:7]([NH2:8])=[CH:6][C:5]([C:9]2[CH:10]=[N:11][C:12]([C:15]([OH:18])([CH3:17])[CH3:16])=[N:13][CH:14]=2)=[C:4]([F:19])[C:3]=1[CH:20]1[CH2:24][CH2:23][CH2:22][O:21]1.O1CCOCC1.[CH2:31]([NH:33][C:34]([NH:36][C:37](SC)=NC(=O)NCC)=[O:35])[CH3:32].C([O-])(O)=O.[Na+]. The catalyst is OS(O)(=O)=O. The product is [CH2:31]([NH:33][C:34]([NH:36][C:37]1[NH:1][C:2]2[C:3]([CH:20]3[CH2:24][CH2:23][CH2:22][O:21]3)=[C:4]([F:19])[C:5]([C:9]3[CH:10]=[N:11][C:12]([C:15]([OH:18])([CH3:16])[CH3:17])=[N:13][CH:14]=3)=[CH:6][C:7]=2[N:8]=1)=[O:35])[CH3:32]. The yield is 0.940. (2) The reactants are [CH3:1][Si:2]([CH3:11])([CH3:10])[O:3][C:4]1[CH:9]=CC[CH2:6][CH:5]=1.[C:12]([O:17][CH3:18])(=[O:16])[C:13]#[C:14][CH3:15]. No catalyst specified. The product is [CH3:15][C:14]1[CH:9]=[C:4]([O:3][Si:2]([CH3:11])([CH3:10])[CH3:1])[CH:5]=[CH:6][C:13]=1[C:12]([O:17][CH3:18])=[O:16]. The yield is 0.670. (3) The reactants are [CH3:1][Si]([N-][Si](C)(C)C)(C)C.[Li+].[NH2:11][C:12]1[CH:13]=[C:14]2[C:18](=[C:19]([C:21](=O)[CH3:22])[CH:20]=1)[NH:17][CH:16]=[CH:15]2. The catalyst is [Br-].C[P+](C1C=CC=CC=1)(C1C=CC=CC=1)C1C=CC=CC=1.C1COCC1. The product is [C:21]([C:19]1[CH:20]=[C:12]([NH2:11])[CH:13]=[C:14]2[C:18]=1[NH:17][CH:16]=[CH:15]2)([CH3:22])=[CH2:1]. The yield is 0.820. (4) The reactants are [C:1]1([S:7]([CH:10]2[CH2:15][CH2:14][NH:13][CH2:12][CH2:11]2)(=[O:9])=[O:8])[CH:6]=[CH:5][CH:4]=[CH:3][CH:2]=1.Cl[C:17]1[C:22]([C:23]([F:26])([F:25])[F:24])=[CH:21][CH:20]=[CH:19][N:18]=1.C(N(C(C)C)CC)(C)C.[NH4+].[Cl-]. The catalyst is O1CCOCC1. The product is [C:1]1([S:7]([CH:10]2[CH2:11][CH2:12][N:13]([C:17]3[C:22]([C:23]([F:26])([F:25])[F:24])=[CH:21][CH:20]=[CH:19][N:18]=3)[CH2:14][CH2:15]2)(=[O:9])=[O:8])[CH:6]=[CH:5][CH:4]=[CH:3][CH:2]=1. The yield is 0.550. (5) The reactants are [C:1]([C:5]1[CH:11]=[CH:10][C:9]([N+:12]([O-:14])=[O:13])=[CH:8][C:6]=1N)([CH3:4])([CH3:3])[CH3:2].Cl.N([O-])=O.[Na+].[H+].[F:21][P-](F)(F)(F)(F)F. The catalyst is O. The product is [C:1]([C:5]1[CH:11]=[CH:10][C:9]([N+:12]([O-:14])=[O:13])=[CH:8][C:6]=1[F:21])([CH3:4])([CH3:3])[CH3:2]. The yield is 0.120. (6) The reactants are [CH2:1]([O:3][C:4]([O:6][CH2:7][CH2:8][O:9][C:10]([C:12]1[N:13]=[C:14]([C:43]([F:46])([F:45])[F:44])[N:15]2[CH2:20][CH2:19][N:18]([C:21](=[O:42])[CH2:22][C@H:23]([NH:34]C(OC(C)(C)C)=O)[CH2:24][C:25]3[CH:30]=[C:29]([F:31])[C:28]([F:32])=[CH:27][C:26]=3[F:33])[CH2:17][C:16]=12)=[O:11])=[O:5])[CH3:2].[ClH:47]. The catalyst is C(OCC)(=O)C. The product is [ClH:47].[CH2:1]([O:3][C:4]([O:6][CH2:7][CH2:8][O:9][C:10]([C:12]1[N:13]=[C:14]([C:43]([F:44])([F:45])[F:46])[N:15]2[CH2:20][CH2:19][N:18]([C:21](=[O:42])[CH2:22][C@H:23]([NH2:34])[CH2:24][C:25]3[CH:30]=[C:29]([F:31])[C:28]([F:32])=[CH:27][C:26]=3[F:33])[CH2:17][C:16]=12)=[O:11])=[O:5])[CH3:2]. The yield is 0.850. (7) The reactants are [Si:1]([O:8][C@@H:9]([C@H:16]1[CH2:20][O:19][C:18]([CH3:22])([CH3:21])[N:17]1[C:23]([O:25][C:26]([CH3:29])([CH3:28])[CH3:27])=[O:24])[C@@H:10]([CH:13]1[CH2:15][CH2:14]1)[CH2:11]O)([C:4]([CH3:7])([CH3:6])[CH3:5])([CH3:3])[CH3:2].C1C=CC(P(C2C=CC=CC=2)C2C=CC=CC=2)=CC=1.N(C(OC(C)C)=O)=NC(OC(C)C)=O.N#N.C1C=CC(OP(OC2C=CC=CC=2)([N:74]=[N+:75]=[N-:76])=O)=CC=1. The catalyst is C1COCC1. The product is [N:74]([CH2:11][C@H:10]([CH:13]1[CH2:15][CH2:14]1)[C@H:9]([C@H:16]1[CH2:20][O:19][C:18]([CH3:22])([CH3:21])[N:17]1[C:23]([O:25][C:26]([CH3:29])([CH3:28])[CH3:27])=[O:24])[O:8][Si:1]([C:4]([CH3:7])([CH3:6])[CH3:5])([CH3:3])[CH3:2])=[N+:75]=[N-:76]. The yield is 0.860. (8) The catalyst is ClCCl. The yield is 0.880. The product is [NH:15]1[CH2:18][CH:17]([CH:19]([OH:23])[CH:20]([CH3:22])[CH3:21])[CH2:16]1. The reactants are FC(F)(F)C(O)=O.C(OC([N:15]1[CH2:18][CH:17]([CH:19]([OH:23])[CH:20]([CH3:22])[CH3:21])[CH2:16]1)=O)(C)(C)C. (9) The reactants are [CH3:1][CH:2]([CH3:16])[CH2:3][C:4]([C:6]1[CH:15]=[CH:14][C:9]([C:10]([O:12][CH3:13])=[O:11])=[CH:8][N:7]=1)=O.[F:17][C:18]([F:33])([F:32])[C:19]1[CH:24]=[CH:23][C:22]([C:25]2[CH:30]=[CH:29][C:28]([NH2:31])=[CH:27][CH:26]=2)=[CH:21][CH:20]=1.O.C1(C)C=CC(S(O)(=O)=O)=CC=1.C([BH3-])#N.[Na+]. The catalyst is COCCOC.CO.C(O)(=O)C. The product is [CH3:1][CH:2]([CH3:16])[CH2:3][CH:4]([C:6]1[CH:15]=[CH:14][C:9]([C:10]([O:12][CH3:13])=[O:11])=[CH:8][N:7]=1)[NH:31][C:28]1[CH:29]=[CH:30][C:25]([C:22]2[CH:23]=[CH:24][C:19]([C:18]([F:17])([F:32])[F:33])=[CH:20][CH:21]=2)=[CH:26][CH:27]=1. The yield is 0.150.